Predict the product of the given reaction. From a dataset of Forward reaction prediction with 1.9M reactions from USPTO patents (1976-2016). (1) The product is: [Cl:27][C:28]1[CH:35]=[CH:34][CH:33]=[C:32]([N:7]2[CH2:6][CH2:5][C:4]([CH2:3][C:1]#[N:2])([CH2:10][NH:11][C@@H:18]3[CH2:20][C@H:19]3[C:21]3[CH:22]=[CH:23][CH:24]=[CH:25][CH:26]=3)[CH2:9][CH2:8]2)[C:29]=1[C:30]#[N:31].[C:12]([OH:17])([C:13]([F:16])([F:15])[F:14])=[O:46]. Given the reactants [C:1]([CH2:3][C:4]1([CH2:10][N:11]([C@@H:18]2[CH2:20][C@H:19]2[C:21]2[CH:26]=[CH:25][CH:24]=[CH:23][CH:22]=2)[C:12](=[O:17])[C:13]([F:16])([F:15])[F:14])[CH2:9][CH2:8][NH:7][CH2:6][CH2:5]1)#[N:2].[Cl:27][C:28]1[CH:35]=[CH:34][CH:33]=[C:32](F)[C:29]=1[C:30]#[N:31].CCN(C(C)C)C(C)C.[OH-:46].[Na+], predict the reaction product. (2) Given the reactants [C:1]([O:5][C:6]([NH:8][C@H:9]([C:25]([N:27]1[CH2:31][CH2:30][CH2:29][C@H:28]1[C:32](=O)[NH2:33])=[O:26])[CH2:10][C:11]1[C:19]2[C:14](=[CH:15][CH:16]=[C:17]([O:20][S:21]([CH3:24])(=[O:23])=[O:22])[CH:18]=2)[NH:13][CH:12]=1)=[O:7])([CH3:4])([CH3:3])[CH3:2].N1C=CN=C1, predict the reaction product. The product is: [C:1]([O:5][C:6]([NH:8][C@H:9]([C:25]([N:27]1[CH2:31][CH2:30][CH2:29][C@H:28]1[C:32]#[N:33])=[O:26])[CH2:10][C:11]1[C:19]2[C:14](=[CH:15][CH:16]=[C:17]([O:20][S:21]([CH3:24])(=[O:22])=[O:23])[CH:18]=2)[NH:13][CH:12]=1)=[O:7])([CH3:4])([CH3:2])[CH3:3]. (3) Given the reactants Cl[C:2]1[N:7]=[C:6](Cl)[CH:5]=[CH:4][N:3]=1.[F:9][C:10]1[CH:17]=[CH:16][C:13]([CH2:14][NH2:15])=[CH:12][C:11]=1[C:18]([F:21])([F:20])[F:19], predict the reaction product. The product is: [F:9][C:10]1[CH:17]=[CH:16][C:13]([CH2:14][NH:15][C:2]2[N:7]=[C:6]([NH:15][CH2:14][C:13]3[CH:16]=[CH:17][C:10]([F:9])=[C:11]([C:18]([F:21])([F:19])[F:20])[CH:12]=3)[CH:5]=[CH:4][N:3]=2)=[CH:12][C:11]=1[C:18]([F:19])([F:20])[F:21]. (4) Given the reactants [CH3:1][S:2]([N:5]1[CH2:10][CH2:9][NH:8][CH2:7][CH2:6]1)(=[O:4])=[O:3].[NH2:11][C:12]1[N:17]=[C:16]([CH3:18])[N:15]=[C:14]([C:19]2[N:24]=[C:23]([C:25](=O)[CH3:26])[CH:22]=[N:21][C:20]=2[NH:28][C:29]2[CH:30]=[N:31][C:32]([O:36][CH3:37])=[C:33]([F:35])[CH:34]=2)[CH:13]=1.C(Cl)Cl.C(O[BH-](OC(=O)C)OC(=O)C)(=O)C.[Na+], predict the reaction product. The product is: [F:35][C:33]1[CH:34]=[C:29]([NH:28][C:20]2[C:19]([C:14]3[N:15]=[C:16]([CH3:18])[N:17]=[C:12]([NH2:11])[CH:13]=3)=[N:24][C:23]([CH:25]([N:8]3[CH2:9][CH2:10][N:5]([S:2]([CH3:1])(=[O:4])=[O:3])[CH2:6][CH2:7]3)[CH3:26])=[CH:22][N:21]=2)[CH:30]=[N:31][C:32]=1[O:36][CH3:37]. (5) Given the reactants [N+:1]([C:4]1[C:5]([NH2:16])=[N:6][CH:7]=[CH:8][C:9]=1[C:10]1[CH:15]=[CH:14][N:13]=[CH:12][CH:11]=1)([O-])=O, predict the reaction product. The product is: [N:6]1[CH:7]=[CH:8][C:9]([C:10]2[CH:11]=[CH:12][N:13]=[CH:14][CH:15]=2)=[C:4]([NH2:1])[C:5]=1[NH2:16]. (6) Given the reactants [Cl:1][C:2]1[N:6]([CH2:7][C:8]([CH3:15])([O:10][Si](C)(C)C)[CH3:9])[N:5]=[CH:4][C:3]=1[N+:16]([O-])=O.[Cl-].[NH4+], predict the reaction product. The product is: [NH2:16][C:3]1[CH:4]=[N:5][N:6]([CH2:7][C:8]([CH3:15])([OH:10])[CH3:9])[C:2]=1[Cl:1]. (7) Given the reactants [CH3:1][O:2][C:3]([C:5]1[CH:10]=[C:9]([O:11]C)[CH:8]=[CH:7][C:6]=1[Br:13])=[O:4].B(Br)(Br)Br.CO, predict the reaction product. The product is: [CH3:1][O:2][C:3]([C:5]1[CH:10]=[C:9]([OH:11])[CH:8]=[CH:7][C:6]=1[Br:13])=[O:4].